This data is from Forward reaction prediction with 1.9M reactions from USPTO patents (1976-2016). The task is: Predict the product of the given reaction. (1) Given the reactants [CH3:1][N:2]1[C:6](=[O:7])[CH2:5][C:4]([C:8]2[CH:13]=[CH:12][C:11]([S:14][CH:15]([CH3:17])[CH3:16])=[CH:10][CH:9]=2)=[N:3]1.O.[CH2:19]([O:21]CC)C, predict the reaction product. The product is: [OH:7][C:6]1[N:2]([CH3:1])[N:3]=[C:4]([C:8]2[CH:13]=[CH:12][C:11]([S:14][CH:15]([CH3:17])[CH3:16])=[CH:10][CH:9]=2)[C:5]=1[CH:19]=[O:21]. (2) Given the reactants [NH2:1][C:2]1[CH:31]=[CH:30][C:5]([CH2:6][C@H:7]2[C@H:12]([OH:13])[C@@H:11]([NH:14][C:15]3([C:18]4[CH:23]=[CH:22][CH:21]=[C:20]([C:24]([CH3:27])([CH3:26])[CH3:25])[CH:19]=4)[CH2:17][CH2:16]3)[CH2:10][S:9](=[O:29])(=[O:28])[CH2:8]2)=[CH:4][CH:3]=1.[Cl:32][C:33]1[CH:38]=[C:37]([C:39]2[CH:44]=[CH:43][C:42]([F:45])=[CH:41][CH:40]=2)[N:36]=[CH:35][N:34]=1, predict the reaction product. The product is: [ClH:32].[ClH:32].[C:24]([C:20]1[CH:19]=[C:18]([C:15]2([NH:14][C@@H:11]3[C@@H:12]([OH:13])[C@H:7]([CH2:6][C:5]4[CH:30]=[CH:31][C:2]([NH:1][C:33]5[CH:38]=[C:37]([C:39]6[CH:40]=[CH:41][C:42]([F:45])=[CH:43][CH:44]=6)[N:36]=[CH:35][N:34]=5)=[CH:3][CH:4]=4)[CH2:8][S:9](=[O:29])(=[O:28])[CH2:10]3)[CH2:16][CH2:17]2)[CH:23]=[CH:22][CH:21]=1)([CH3:25])([CH3:26])[CH3:27]. (3) Given the reactants C(O[C:6]([N:8](C(OC(C)(C)C)=O)[C:9](=[O:40])[C:10]1[CH:15]=[C:14]([N:16]2[CH2:20][CH2:19][CH2:18][C:17]2=[O:21])[CH:13]=[CH:12][C:11]=1[C:22]([N:24]1[CH2:29][CH2:28][N:27]([C:30]2[C:35]([CH3:36])=[CH:34][C:33]([CH:37]3[CH2:39][CH2:38]3)=[CH:32][N:31]=2)[CH2:26][CH2:25]1)=[O:23])=O)(C)(C)C.O1CCCC1.CN, predict the reaction product. The product is: [CH:37]1([C:33]2[CH:34]=[C:35]([CH3:36])[C:30]([N:27]3[CH2:28][CH2:29][N:24]([C:22]([C:11]4[CH:12]=[CH:13][C:14]([N:16]5[CH2:20][CH2:19][CH2:18][C:17]5=[O:21])=[CH:15][C:10]=4[C:9]([NH:8][CH3:6])=[O:40])=[O:23])[CH2:25][CH2:26]3)=[N:31][CH:32]=2)[CH2:39][CH2:38]1.